Dataset: Full USPTO retrosynthesis dataset with 1.9M reactions from patents (1976-2016). Task: Predict the reactants needed to synthesize the given product. (1) Given the product [CH3:20][C@@H:19]1[CH2:18][CH2:17][CH2:16][N:15]([C:21]([C:23]2[CH:28]=[CH:27][CH:26]=[C:25]([CH3:29])[C:24]=2[C:30]2[N:31]=[CH:32][CH:33]=[CH:34][N:35]=2)=[O:22])[C@@H:14]1[CH2:13][NH:12][C:37]1[CH:42]=[CH:41][C:40]([C:43]([F:46])([F:45])[F:44])=[CH:39][N:38]=1, predict the reactants needed to synthesize it. The reactants are: IC1C(C)=CC=CC=1C(O)=O.[NH2:12][CH2:13][C@@H:14]1[C@H:19]([CH3:20])[CH2:18][CH2:17][CH2:16][N:15]1[C:21]([C:23]1[CH:28]=[CH:27][CH:26]=[C:25]([CH3:29])[C:24]=1[C:30]1[N:35]=[CH:34][CH:33]=[CH:32][N:31]=1)=[O:22].F[C:37]1[CH:42]=[CH:41][C:40]([C:43]([F:46])([F:45])[F:44])=[CH:39][N:38]=1. (2) Given the product [CH3:1][CH:2]1[C:14]2[C:13]3[CH:12]=[C:11]([CH3:15])[CH:10]=[CH:9][C:8]=3[N:7](/[CH:27]=[C:28](/[C:33]3[CH:38]=[CH:37][N:36]=[CH:35][CH:34]=3)\[CH3:29])[C:6]=2[CH2:5][CH:4]([CH3:16])[N:3]1[CH3:17], predict the reactants needed to synthesize it. The reactants are: [CH3:1][CH:2]1[C:14]2[C:13]3[CH:12]=[C:11]([CH3:15])[CH:10]=[CH:9][C:8]=3[NH:7][C:6]=2[CH2:5][CH:4]([CH3:16])[N:3]1[CH3:17].P([O-])([O-])([O-])=O.[K+].[K+].[K+].Br[CH:27]=[C:28]([C:33]1[CH:38]=[CH:37][N:36]=[CH:35][CH:34]=1)[C:29](C)(C)C.C(O)(=O)C(O)=O. (3) Given the product [Cl:1][C:2]1[CH:3]=[CH:4][C:5]([C:8]2[NH:9][CH:10]=[C:11]([C:13]([C:15]3[CH:20]=[CH:19][C:18]([F:21])=[CH:17][CH:16]=3)=[O:14])[N:12]=2)=[CH:6][CH:7]=1, predict the reactants needed to synthesize it. The reactants are: [Cl:1][C:2]1[CH:7]=[CH:6][C:5]([C:8]2[N:9](S(C3C=CC=CC=3)(=O)=O)[CH:10]=[C:11]([C:13]([C:15]3[CH:20]=[CH:19][C:18]([F:21])=[CH:17][CH:16]=3)=[O:14])[N:12]=2)=[CH:4][CH:3]=1.[F-].C([N+](CCCC)(CCCC)CCCC)CCC.C([O-])(O)=O.[Na+]. (4) Given the product [CH3:31][N:32]([CH3:33])[C:2]1[N:11]=[C:10]([NH:12][CH2:13][C:14]2[CH:19]=[CH:18][C:17]([NH:20][C:21](=[O:29])[C:22]3[CH:27]=[CH:26][C:25]([CH3:28])=[N:24][CH:23]=3)=[CH:16][CH:15]=2)[C:9]2[C:4](=[CH:5][C:6]([CH3:30])=[CH:7][CH:8]=2)[N:3]=1, predict the reactants needed to synthesize it. The reactants are: Cl[C:2]1[N:11]=[C:10]([NH:12][CH2:13][C:14]2[CH:19]=[CH:18][C:17]([NH:20][C:21](=[O:29])[C:22]3[CH:27]=[CH:26][C:25]([CH3:28])=[N:24][CH:23]=3)=[CH:16][CH:15]=2)[C:9]2[C:4](=[CH:5][C:6]([CH3:30])=[CH:7][CH:8]=2)[N:3]=1.[CH3:31][NH:32][CH3:33]. (5) The reactants are: [CH2:1]([C@:3]1([OH:9])[CH2:7][CH2:6][NH:5][C@H:4]1[CH3:8])[CH3:2].[F:10][C:11]1[CH:18]=[C:17](F)[CH:16]=[CH:15][C:12]=1[C:13]#[N:14].C(=O)([O-])[O-].[Li+].[Li+]. Given the product [CH2:1]([C@:3]1([OH:9])[CH2:7][CH2:6][N:5]([C:17]2[CH:16]=[CH:15][C:12]([C:13]#[N:14])=[C:11]([F:10])[CH:18]=2)[C@H:4]1[CH3:8])[CH3:2], predict the reactants needed to synthesize it. (6) Given the product [CH3:49][CH:48]([CH3:50])[C@H:43]([N:38]1[CH2:37][C:36]2[C:40](=[CH:41][C:33]([C:30]3[CH:29]=[CH:28][C:27]([NH:26][C:8](=[O:10])[CH2:7][C:1]4[CH:2]=[CH:3][CH:4]=[CH:5][CH:6]=4)=[CH:32][CH:31]=3)=[CH:34][CH:35]=2)[C:39]1=[O:42])[C:44]([O:46][CH3:47])=[O:45], predict the reactants needed to synthesize it. The reactants are: [C:1]1([CH2:7][C:8]([OH:10])=O)[CH:6]=[CH:5][CH:4]=[CH:3][CH:2]=1.CN1CCOCC1.ClC(OCC(C)C)=O.[NH2:26][C:27]1[CH:32]=[CH:31][C:30]([C:33]2[CH:41]=[C:40]3[C:36]([CH2:37][N:38]([C@@H:43]([CH:48]([CH3:50])[CH3:49])[C:44]([O:46][CH3:47])=[O:45])[C:39]3=[O:42])=[CH:35][CH:34]=2)=[CH:29][CH:28]=1. (7) Given the product [NH2:11][C:8]1[N:7]=[C:6]([NH:12][CH2:13][CH:14]2[CH2:19][CH2:18][CH2:17][CH2:16][CH2:15]2)[N:5]=[C:4]2[C:9]=1[NH:10][C:2](=[O:32])[N:3]2[CH2:20][CH:21]1[CH2:26][CH2:25][O:24][CH2:23][CH2:22]1, predict the reactants needed to synthesize it. The reactants are: Br[C:2]1[N:3]([CH2:20][CH:21]2[CH2:26][CH2:25][O:24][CH2:23][CH2:22]2)[C:4]2[C:9]([N:10]=1)=[C:8]([NH2:11])[N:7]=[C:6]([NH:12][CH2:13][CH:14]1[CH2:19][CH2:18][CH2:17][CH2:16][CH2:15]1)[N:5]=2.Cl.C([OH:32])CCC. (8) The reactants are: [NH:1]1[C:9]2[C:4](=[CH:5][CH:6]=[CH:7][CH:8]=2)[C:3]([CH:10]=[O:11])=[CH:2]1.[H-].[Na+].[CH3:14][S:15](Cl)(=[O:17])=[O:16].O. Given the product [CH3:14][S:15]([N:1]1[C:9]2[C:4](=[CH:5][CH:6]=[CH:7][CH:8]=2)[C:3]([CH:10]=[O:11])=[CH:2]1)(=[O:17])=[O:16], predict the reactants needed to synthesize it. (9) Given the product [F:15][C:16]([F:29])([F:28])[S:17]([O:4][CH2:3][C:2]([CH3:5])([N+:6]([O-:8])=[O:7])[CH3:1])(=[O:19])=[O:18], predict the reactants needed to synthesize it. The reactants are: [CH3:1][C:2]([N+:6]([O-:8])=[O:7])([CH3:5])[CH2:3][OH:4].N1C=CC=CC=1.[F:15][C:16]([F:29])([F:28])[S:17](O[S:17]([C:16]([F:29])([F:28])[F:15])(=[O:19])=[O:18])(=[O:19])=[O:18].[Mn]([O-])(=O)(=O)=O.[K+].